Predict the product of the given reaction. From a dataset of Forward reaction prediction with 1.9M reactions from USPTO patents (1976-2016). Given the reactants [Br:1][C:2]1[CH:9]=[C:8](F)[CH:7]=[CH:6][C:3]=1[C:4]#[N:5].[NH2:11][C@@H:12]([C:20]([NH2:22])=[O:21])[CH2:13][C:14]1[CH:19]=[CH:18][CH:17]=[CH:16][CH:15]=1.CCN(C(C)C)C(C)C, predict the reaction product. The product is: [Br:1][C:2]1[CH:9]=[C:8]([NH:11][C@H:12]([CH2:13][C:14]2[CH:19]=[CH:18][CH:17]=[CH:16][CH:15]=2)[C:20]([NH2:22])=[O:21])[CH:7]=[CH:6][C:3]=1[C:4]#[N:5].